This data is from Forward reaction prediction with 1.9M reactions from USPTO patents (1976-2016). The task is: Predict the product of the given reaction. (1) Given the reactants [N:1]1([CH2:6][CH2:7][CH2:8][O:9][C:10]2[CH:15]=[CH:14][C:13]([C:16]3([C:22]#[N:23])[CH2:21][CH2:20][O:19][CH2:18][CH2:17]3)=[CH:12][CH:11]=2)[CH2:5][CH2:4][CH2:3][CH2:2]1.C(OCC)(=[O:26])C, predict the reaction product. The product is: [N:1]1([CH2:6][CH2:7][CH2:8][O:9][C:10]2[CH:15]=[CH:14][C:13]([C:16]3([C:22]([NH2:23])=[O:26])[CH2:17][CH2:18][O:19][CH2:20][CH2:21]3)=[CH:12][CH:11]=2)[CH2:5][CH2:4][CH2:3][CH2:2]1. (2) Given the reactants [CH3:1][C:2]1[CH:3]=[C:4]([NH:9][C:10]2[C:11]([NH:16][C:17]3[CH:22]=[CH:21][C:20]([C:23]4[C:28]([CH3:29])=[CH:27][CH:26]=[CH:25][C:24]=4[CH3:30])=[CH:19][CH:18]=3)=[N:12][CH:13]=[CH:14][N:15]=2)[CH:5]=[C:6]([CH3:8])[CH:7]=1.[ClH:31], predict the reaction product. The product is: [Cl-:31].[CH3:8][C:6]1[CH:5]=[C:4]([CH:3]=[C:2]([CH3:1])[CH:7]=1)[NH:9][C:10]1[C:11]([NH2+:16][C:17]2[CH:18]=[CH:19][C:20]([C:23]3[C:28]([CH3:29])=[CH:27][CH:26]=[CH:25][C:24]=3[CH3:30])=[CH:21][CH:22]=2)=[N:12][CH:13]=[CH:14][N:15]=1. (3) The product is: [Cl:20][C:21]1[CH:26]=[CH:25][CH:24]=[CH:23][C:22]=1[C:27]1[CH:30]=[N:19][C:15]2[N:16]([N:17]=[CH:18][C:14]=2[C:11]2[CH:10]=[CH:9][C:8]([N:5]3[CH2:6][CH2:7][N:2]([CH3:1])[CH2:3][CH2:4]3)=[CH:13][CH:12]=2)[C:28]=1[NH2:29]. Given the reactants [CH3:1][N:2]1[CH2:7][CH2:6][N:5]([C:8]2[CH:13]=[CH:12][C:11]([C:14]3[CH:18]=[N:17][NH:16][C:15]=3[NH2:19])=[CH:10][CH:9]=2)[CH2:4][CH2:3]1.[Cl:20][C:21]1[CH:26]=[CH:25][CH:24]=[CH:23][C:22]=1/[C:27](=[CH:30]/N(C)C)/[C:28]#[N:29], predict the reaction product. (4) Given the reactants [Br:1][C:2]1[CH:3]=[C:4]([CH:7]=[CH:8][C:9]=1F)[CH:5]=[O:6].[C:11]1([OH:17])[CH:16]=[CH:15][CH:14]=[CH:13][CH:12]=1.C(=O)([O-])[O-].[K+].[K+].O, predict the reaction product. The product is: [Br:1][C:2]1[CH:3]=[C:4]([CH:7]=[CH:8][C:9]=1[O:17][C:11]1[CH:16]=[CH:15][CH:14]=[CH:13][CH:12]=1)[CH:5]=[O:6]. (5) Given the reactants [Cl:1][C:2]1[CH:10]=[C:9]2[C:5]([C:6]([C:11]([N:13]3[CH2:18][CH2:17][CH:16]([C:19]4[CH:24]=[CH:23][CH:22]=[CH:21][C:20]=4[O:25][CH:26]([CH3:28])[CH3:27])[CH2:15][CH2:14]3)=[O:12])=[CH:7][NH:8]2)=[CH:4][CH:3]=1.Cl[CH2:30][C:31]([N:33]1[CH2:38][CH2:37][N:36]([CH3:39])[CH2:35][CH2:34]1)=[O:32], predict the reaction product. The product is: [Cl:1][C:2]1[CH:10]=[C:9]2[C:5]([C:6]([C:11]([N:13]3[CH2:18][CH2:17][CH:16]([C:19]4[CH:24]=[CH:23][CH:22]=[CH:21][C:20]=4[O:25][CH:26]([CH3:28])[CH3:27])[CH2:15][CH2:14]3)=[O:12])=[CH:7][N:8]2[CH2:30][C:31]([N:33]2[CH2:38][CH2:37][N:36]([CH3:39])[CH2:35][CH2:34]2)=[O:32])=[CH:4][CH:3]=1. (6) Given the reactants [NH2:1][C:2]1[CH:7]=[CH:6][C:5]([F:8])=[CH:4][N:3]=1.[S:9]1[CH:13]=[CH:12][N:11]=[C:10]1[C:14]1[CH:21]=[CH:20][CH:19]=[CH:18][C:15]=1[CH:16]=O.[CH3:22][C:23]1[CH:28]=[CH:27][CH:26]=[C:25]([CH3:29])[C:24]=1[N+:30]#[C-:31].Cl(O)(=O)(=O)=O, predict the reaction product. The product is: [CH3:22][C:23]1[CH:28]=[CH:27][CH:26]=[C:25]([CH3:29])[C:24]=1[NH:30][C:31]1[N:3]2[CH:4]=[C:5]([F:8])[CH:6]=[CH:7][C:2]2=[N:1][C:16]=1[C:15]1[CH:18]=[CH:19][CH:20]=[CH:21][C:14]=1[C:10]1[S:9][CH:13]=[CH:12][N:11]=1. (7) Given the reactants [CH2:1]([C:3]1[N:4]([C:28]2[CH:33]=[CH:32][C:31]([OH:34])=[CH:30][CH:29]=2)[C:5](=[O:27])[C:6]([CH2:12][C:13]2[CH:18]=[CH:17][C:16]([C:19]3[C:20]([C:25]#[N:26])=[CH:21][CH:22]=[CH:23][CH:24]=3)=[CH:15][CH:14]=2)=[C:7]([CH2:9][CH2:10][CH3:11])[N:8]=1)[CH3:2].Br[C:36]1([C:40]([O:42][CH2:43][CH3:44])=[O:41])[CH2:39][CH2:38][CH2:37]1.C(=O)([O-])[O-].[Cs+].[Cs+], predict the reaction product. The product is: [C:25]([C:20]1[CH:21]=[CH:22][CH:23]=[CH:24][C:19]=1[C:16]1[CH:17]=[CH:18][C:13]([CH2:12][C:6]2[C:5](=[O:27])[N:4]([C:28]3[CH:33]=[CH:32][C:31]([O:34][C:36]4([C:40]([O:42][CH2:43][CH3:44])=[O:41])[CH2:39][CH2:38][CH2:37]4)=[CH:30][CH:29]=3)[C:3]([CH2:1][CH3:2])=[N:8][C:7]=2[CH2:9][CH2:10][CH3:11])=[CH:14][CH:15]=1)#[N:26].